This data is from Reaction yield outcomes from USPTO patents with 853,638 reactions. The task is: Predict the reaction yield, written as a fraction of the theoretical maximum amount of product (1.0 means a 100% yield; for example, 0.34 means a 34% yield). (1) The reactants are [CH2:1]([C:3]1[CH:4]=[C:5]2[C:9](=[CH:10][C:11]=1[N+:12]([O-])=O)[NH:8][CH:7]=[CH:6]2)[CH3:2]. The catalyst is [Ni]. The product is [CH2:1]([C:3]1[CH:4]=[C:5]2[C:9](=[CH:10][C:11]=1[NH2:12])[NH:8][CH:7]=[CH:6]2)[CH3:2]. The yield is 0.480. (2) The reactants are [C:1]([O:5][C:6]([NH:8][C@H:9]([CH2:30][O:31][C:32]1[CH:37]=[CH:36][C:35]([C:38]#[N:39])=[CH:34][CH:33]=1)[CH2:10][N:11]1[CH2:18][CH:17]2[O:19][CH:13]([CH2:14][N:15](C(OCC3C=CC=CC=3)=O)[CH2:16]2)[CH2:12]1)=[O:7])([CH3:4])([CH3:3])[CH3:2].[H][H]. The catalyst is C(O)C.[Pd]. The product is [C:38]([C:35]1[CH:34]=[CH:33][C:32]([O:31][CH2:30][C@@H:9]([NH:8][C:6](=[O:7])[O:5][C:1]([CH3:3])([CH3:4])[CH3:2])[CH2:10][N:11]2[CH2:18][CH:17]3[O:19][CH:13]([CH2:14][NH:15][CH2:16]3)[CH2:12]2)=[CH:37][CH:36]=1)#[N:39]. The yield is 0.750. (3) The reactants are Cl[C:2]1[CH:7]=[C:6]([NH:8][C:9]2[CH:16]=[CH:15][CH:14]=[CH:13][C:10]=2[C:11]#[N:12])[C:5]([Cl:17])=[CH:4][N:3]=1.[CH3:18][C:19]1[CH:23]=[C:22]([NH2:24])[N:21]([CH:25]([CH3:27])[CH3:26])[N:20]=1.C(=O)([O-])[O-].[Cs+].[Cs+].N#N.C1(P(C2C=CC=CC=2)C2C=CC3C(=CC=CC=3)C=2C2C3C(=CC=CC=3)C=CC=2P(C2C=CC=CC=2)C2C=CC=CC=2)C=CC=CC=1. The catalyst is O1CCOCC1.C([O-])(=O)C.[Pd+2].C([O-])(=O)C. The product is [Cl:17][C:5]1[C:6]([NH:8][C:9]2[CH:16]=[CH:15][CH:14]=[CH:13][C:10]=2[C:11]#[N:12])=[CH:7][C:2]([NH:24][C:22]2[N:21]([CH:25]([CH3:27])[CH3:26])[N:20]=[C:19]([CH3:18])[CH:23]=2)=[N:3][CH:4]=1. The yield is 0.524.